Dataset: Forward reaction prediction with 1.9M reactions from USPTO patents (1976-2016). Task: Predict the product of the given reaction. (1) Given the reactants C([N:4]1[C:9]([C:10]2[CH:15]=[CH:14][CH:13]=[CH:12][C:11]=2OCCC)=[CH:8][C:7]([C:20]2[CH:21]=[C:22]3[C:26](=[CH:27][CH:28]=2)[N:25](C(=O)C)[N:24]=[CH:23]3)=[N:6][C:5]1=[O:32])(=O)C.Cl, predict the reaction product. The product is: [NH:25]1[C:26]2[C:22](=[CH:21][C:20]([C:7]3[CH:8]=[C:9]([C:10]4[CH:15]=[CH:14][CH:13]=[CH:12][CH:11]=4)[NH:4][C:5](=[O:32])[N:6]=3)=[CH:28][CH:27]=2)[CH:23]=[N:24]1. (2) Given the reactants Br[C:2]1[CH:3]=CC(O)=[C:6]([C:8]2[CH:17]=[CH:16][C:15]3[C:10](=[CH:11][CH:12]=[C:13]([C:18]4[N:22]([CH:23]5[CH2:28][CH2:27][CH2:26][CH2:25][CH2:24]5)[C:21]5[CH:29]=[CH:30][C:31]([C:33]([OH:35])=[O:34])=[CH:32][C:20]=5[N:19]=4)[CH:14]=3)[N:9]=2)[CH:7]=1.C(OC(C1C=CC2[N:46](C3CCCCC3)C(C3C=CC(N)=C(C=O)C=3)=NC=2C=1)=O)C.N1C=CC=C1C(=O)C.[OH-].[K+], predict the reaction product. The product is: [CH:23]1([N:22]2[C:21]3[CH:29]=[CH:30][C:31]([C:33]([OH:35])=[O:34])=[CH:32][C:20]=3[N:19]=[C:18]2[C:13]2[CH:14]=[C:15]3[C:10](=[CH:11][CH:12]=2)[N:9]=[C:8]([C:6]2[NH:46][CH:3]=[CH:2][CH:7]=2)[CH:17]=[CH:16]3)[CH2:24][CH2:25][CH2:26][CH2:27][CH2:28]1. (3) Given the reactants [Si:1]([O:18][CH2:19][CH2:20][C:21]1[C:22](=[O:39])[N:23]([C:27]2[CH:32]=[CH:31][C:30]([N+:33]([O-])=O)=[CH:29][C:28]=2[CH2:36][O:37][CH3:38])[CH:24]=[CH:25][CH:26]=1)([C:14]([CH3:17])([CH3:16])[CH3:15])([C:8]1[CH:13]=[CH:12][CH:11]=[CH:10][CH:9]=1)[C:2]1[CH:7]=[CH:6][CH:5]=[CH:4][CH:3]=1.C([O-])=O.[NH4+], predict the reaction product. The product is: [NH2:33][C:30]1[CH:31]=[CH:32][C:27]([N:23]2[CH:24]=[CH:25][CH:26]=[C:21]([CH2:20][CH2:19][O:18][Si:1]([C:14]([CH3:16])([CH3:17])[CH3:15])([C:8]3[CH:9]=[CH:10][CH:11]=[CH:12][CH:13]=3)[C:2]3[CH:7]=[CH:6][CH:5]=[CH:4][CH:3]=3)[C:22]2=[O:39])=[C:28]([CH2:36][O:37][CH3:38])[CH:29]=1. (4) Given the reactants COC1C=CC(C[N:8]2[CH2:13][CH2:12][CH2:11][C:10]([CH3:24])([O:14][C:15]3[CH:20]=[C:19]([F:21])[C:18]([F:22])=[C:17]([F:23])[CH:16]=3)[C:9]2=[O:25])=CC=1.[N+]([O-])([O-])=O.[NH4+].[Ce+4].[N+]([O-])([O-])=O.[N+]([O-])([O-])=O.[N+]([O-])([O-])=O.[N+]([O-])([O-])=O, predict the reaction product. The product is: [CH3:24][C:10]1([O:14][C:15]2[CH:20]=[C:19]([F:21])[C:18]([F:22])=[C:17]([F:23])[CH:16]=2)[CH2:11][CH2:12][CH2:13][NH:8][C:9]1=[O:25].